From a dataset of NCI-60 drug combinations with 297,098 pairs across 59 cell lines. Regression. Given two drug SMILES strings and cell line genomic features, predict the synergy score measuring deviation from expected non-interaction effect. (1) Drug 1: CNC(=O)C1=CC=CC=C1SC2=CC3=C(C=C2)C(=NN3)C=CC4=CC=CC=N4. Synergy scores: CSS=25.4, Synergy_ZIP=-4.42, Synergy_Bliss=-1.98, Synergy_Loewe=-10.4, Synergy_HSA=-3.80. Drug 2: CCC1(CC2CC(C3=C(CCN(C2)C1)C4=CC=CC=C4N3)(C5=C(C=C6C(=C5)C78CCN9C7C(C=CC9)(C(C(C8N6C=O)(C(=O)OC)O)OC(=O)C)CC)OC)C(=O)OC)O.OS(=O)(=O)O. Cell line: IGROV1. (2) Drug 1: CN(C)C1=NC(=NC(=N1)N(C)C)N(C)C. Drug 2: C1=NC(=NC(=O)N1C2C(C(C(O2)CO)O)O)N. Cell line: K-562. Synergy scores: CSS=16.9, Synergy_ZIP=-8.59, Synergy_Bliss=-10.1, Synergy_Loewe=-39.8, Synergy_HSA=-13.4. (3) Drug 1: CC(C1=C(C=CC(=C1Cl)F)Cl)OC2=C(N=CC(=C2)C3=CN(N=C3)C4CCNCC4)N. Drug 2: C1=CC(=CC=C1CCCC(=O)O)N(CCCl)CCCl. Cell line: HCT-15. Synergy scores: CSS=19.0, Synergy_ZIP=-4.11, Synergy_Bliss=-5.96, Synergy_Loewe=-5.96, Synergy_HSA=-5.78. (4) Drug 1: CC1OCC2C(O1)C(C(C(O2)OC3C4COC(=O)C4C(C5=CC6=C(C=C35)OCO6)C7=CC(=C(C(=C7)OC)O)OC)O)O. Drug 2: CN(C)N=NC1=C(NC=N1)C(=O)N. Cell line: HOP-62. Synergy scores: CSS=32.3, Synergy_ZIP=8.38, Synergy_Bliss=12.4, Synergy_Loewe=-18.9, Synergy_HSA=9.69. (5) Drug 1: C#CCC(CC1=CN=C2C(=N1)C(=NC(=N2)N)N)C3=CC=C(C=C3)C(=O)NC(CCC(=O)O)C(=O)O. Drug 2: CC1CCCC2(C(O2)CC(NC(=O)CC(C(C(=O)C(C1O)C)(C)C)O)C(=CC3=CSC(=N3)C)C)C. Cell line: SN12C. Synergy scores: CSS=39.7, Synergy_ZIP=3.88, Synergy_Bliss=3.62, Synergy_Loewe=-0.623, Synergy_HSA=-0.582. (6) Drug 1: CC1=CC2C(CCC3(C2CCC3(C(=O)C)OC(=O)C)C)C4(C1=CC(=O)CC4)C. Drug 2: CC1CCC2CC(C(=CC=CC=CC(CC(C(=O)C(C(C(=CC(C(=O)CC(OC(=O)C3CCCCN3C(=O)C(=O)C1(O2)O)C(C)CC4CCC(C(C4)OC)O)C)C)O)OC)C)C)C)OC. Cell line: 786-0. Synergy scores: CSS=16.3, Synergy_ZIP=-1.82, Synergy_Bliss=-4.98, Synergy_Loewe=-20.4, Synergy_HSA=-6.09. (7) Synergy scores: CSS=5.20, Synergy_ZIP=0.659, Synergy_Bliss=1.19, Synergy_Loewe=2.50, Synergy_HSA=1.23. Cell line: CCRF-CEM. Drug 2: C1=CN(C=N1)CC(O)(P(=O)(O)O)P(=O)(O)O. Drug 1: CC1=CC2C(CCC3(C2CCC3(C(=O)C)OC(=O)C)C)C4(C1=CC(=O)CC4)C.